Predict the reaction yield, written as a fraction of the theoretical maximum amount of product (1.0 means a 100% yield; for example, 0.34 means a 34% yield). From a dataset of Reaction yield outcomes from USPTO patents with 853,638 reactions. (1) The reactants are [O:1]1[CH2:5][CH2:4][CH2:3][CH:2]1[CH2:6][OH:7].Cl[C:9]1[N:10]=[C:11]([OH:19])[C:12]2[CH:18]=[CH:17][N:16]=[CH:15][C:13]=2[N:14]=1. No catalyst specified. The product is [O:1]1[CH2:5][CH2:4][CH2:3][CH:2]1[CH2:6][O:7][C:9]1[N:10]=[C:11]([OH:19])[C:12]2[CH:18]=[CH:17][N:16]=[CH:15][C:13]=2[N:14]=1. The yield is 0.230. (2) The product is [CH2:1]([O:8][C:9]1[CH:18]=[C:13]([CH:12]=[C:11]([C:19]([O:21][CH3:22])=[O:20])[CH:10]=1)[C:14]([OH:16])=[O:15])[C:2]1[CH:3]=[CH:4][CH:5]=[CH:6][CH:7]=1. The reactants are [CH2:1]([O:8][C:9]1[CH:10]=[C:11]([C:19]([O:21][CH3:22])=[O:20])[CH:12]=[C:13]([CH:18]=1)[C:14]([O:16]C)=[O:15])[C:2]1[CH:7]=[CH:6][CH:5]=[CH:4][CH:3]=1.[OH-].[Na+]. The catalyst is C1COCC1.CO.O. The yield is 0.532. (3) The product is [CH2:1]([N:8]1[CH2:13][CH2:12][N:11]([CH:15]([CH3:21])[C:16]([O:18][CH2:19][CH3:20])=[O:17])[CH2:10][CH2:9]1)[C:2]1[CH:3]=[CH:4][CH:5]=[CH:6][CH:7]=1. The reactants are [CH2:1]([N:8]1[CH2:13][CH2:12][NH:11][CH2:10][CH2:9]1)[C:2]1[CH:7]=[CH:6][CH:5]=[CH:4][CH:3]=1.Br[CH:15]([CH3:21])[C:16]([O:18][CH2:19][CH3:20])=[O:17].C(N(C(C)C)C(C)C)C.O. The catalyst is CN(C=O)C. The yield is 1.00. (4) The reactants are [CH2:1]([O:3][C:4]([C:6]1[C:7](Cl)=[C:8]2[CH:14]=[N:13][N:12]([CH2:15][C:16]3[CH:21]=[CH:20][C:19]([O:22][CH3:23])=[CH:18][CH:17]=3)[C:9]2=[N:10][CH:11]=1)=[O:5])[CH3:2].[F:25][C:26]1[CH:32]=[C:31]([I:33])[CH:30]=[CH:29][C:27]=1[NH2:28]. The catalyst is O1CCOCC1.O. The product is [CH2:1]([O:3][C:4]([C:6]1[C:7]([NH:28][C:27]2[CH:29]=[CH:30][C:31]([I:33])=[CH:32][C:26]=2[F:25])=[C:8]2[CH:14]=[N:13][N:12]([CH2:15][C:16]3[CH:21]=[CH:20][C:19]([O:22][CH3:23])=[CH:18][CH:17]=3)[C:9]2=[N:10][CH:11]=1)=[O:5])[CH3:2]. The yield is 0.560. (5) The reactants are [NH2:1][C:2](=[O:34])[CH2:3][O:4][C:5]1[CH:6]=[C:7]2[C:12](=[CH:13][CH:14]=1)[N:11]=[C:10]([CH2:15][CH:16]([CH3:18])[CH3:17])[C:9]([CH2:19][NH:20]C(=O)OC(C)(C)C)=[C:8]2[C:28]1[CH:33]=[CH:32][CH:31]=[CH:30][CH:29]=1.FC(F)(F)C(O)=O.[ClH:42]. The catalyst is O1CCCC1.C(OCC)(=O)C. The product is [ClH:42].[ClH:42].[NH2:20][CH2:19][C:9]1[C:10]([CH2:15][CH:16]([CH3:18])[CH3:17])=[N:11][C:12]2[C:7]([C:8]=1[C:28]1[CH:33]=[CH:32][CH:31]=[CH:30][CH:29]=1)=[CH:6][C:5]([O:4][CH2:3][C:2]([NH2:1])=[O:34])=[CH:14][CH:13]=2. The yield is 0.670.